Dataset: Full USPTO retrosynthesis dataset with 1.9M reactions from patents (1976-2016). Task: Predict the reactants needed to synthesize the given product. (1) Given the product [CH:18]1([C:24]2[CH:25]=[CH:26][C:27]([NH:28][CH:2]3[C:10]4[C:5](=[CH:6][C:7]([C:11]([O:13][CH2:14][CH2:15][CH2:16][CH3:17])=[O:12])=[CH:8][CH:9]=4)[CH2:4][CH2:3]3)=[CH:29][CH:30]=2)[CH2:19][CH2:20][CH2:21][CH2:22][CH2:23]1, predict the reactants needed to synthesize it. The reactants are: O=[C:2]1[C:10]2[C:5](=[CH:6][C:7]([C:11]([O:13][CH2:14][CH2:15][CH2:16][CH3:17])=[O:12])=[CH:8][CH:9]=2)[CH2:4][CH2:3]1.[CH:18]1([C:24]2[CH:30]=[CH:29][C:27]([NH2:28])=[CH:26][CH:25]=2)[CH2:23][CH2:22][CH2:21][CH2:20][CH2:19]1.[B][B][B][B][B][B][B][B][B][B]. (2) Given the product [I:1][C:2]1[CH:11]=[CH:10][CH:9]=[C:8]2[C:3]=1[CH2:4][CH2:5][NH:6][CH:7]2[CH:12]([CH3:17])[C:13]([O:15][CH3:16])=[O:14], predict the reactants needed to synthesize it. The reactants are: [I:1][C:2]1[CH:11]=[CH:10][CH:9]=[C:8]2[C:3]=1[CH2:4][CH2:5][N:6]=[C:7]2[CH:12]([CH3:17])[C:13]([O:15][CH3:16])=[O:14].[BH3-]C#N.[Na+].N#N.[OH-].[Na+].